This data is from Catalyst prediction with 721,799 reactions and 888 catalyst types from USPTO. The task is: Predict which catalyst facilitates the given reaction. (1) Reactant: [CH3:1][O:2][C:3]1[CH:11]=[C:10]2[C:6]([CH:7]=[CH:8][NH:9]2)=[C:5]2[CH:12]([CH3:24])[N:13]([C:17]([O:19][C:20]([CH3:23])([CH3:22])[CH3:21])=[O:18])[CH2:14][CH2:15][O:16][C:4]=12.[H-].[Na+].[Cl:27][C:28]1[CH:33]=[C:32]([Cl:34])[CH:31]=[CH:30][C:29]=1[S:35](Cl)(=[O:37])=[O:36]. Product: [Cl:27][C:28]1[CH:33]=[C:32]([Cl:34])[CH:31]=[CH:30][C:29]=1[S:35]([N:9]1[C:10]2[C:6](=[C:5]3[CH:12]([CH3:24])[N:13]([C:17]([O:19][C:20]([CH3:23])([CH3:22])[CH3:21])=[O:18])[CH2:14][CH2:15][O:16][C:4]3=[C:3]([O:2][CH3:1])[CH:11]=2)[CH:7]=[CH:8]1)(=[O:37])=[O:36]. The catalyst class is: 18. (2) Reactant: [CH2:1]([O:8][C@@H:9]1[C:13]([CH2:20][O:21][S:22]([CH3:25])(=[O:24])=[O:23])([CH2:14][O:15][S:16]([CH3:19])(=[O:18])=[O:17])[O:12][C@@H:11]([N:26]2[CH:34]=[N:33][C:32]3[C:27]2=[N:28][CH:29]=[N:30][C:31]=3[NH:35][C:36](=[O:43])[C:37]2[CH:42]=[CH:41][CH:40]=[CH:39][CH:38]=2)[C@H:10]1I)[C:2]1[CH:7]=[CH:6][CH:5]=[CH:4][CH:3]=1.[N-:45]=[N+:46]=[N-:47].[Na+].[N-]=[N+]=[N-]. Product: [N:45]([C@@H:10]1[C@H:9]([O:8][CH2:1][C:2]2[CH:7]=[CH:6][CH:5]=[CH:4][CH:3]=2)[C:13]([CH2:20][O:21][S:22]([CH3:25])(=[O:24])=[O:23])([CH2:14][O:15][S:16]([CH3:19])(=[O:18])=[O:17])[O:12][C@H:11]1[N:26]1[CH:34]=[N:33][C:32]2[C:27]1=[N:28][CH:29]=[N:30][C:31]=2[NH:35][C:36](=[O:43])[C:37]1[CH:42]=[CH:41][CH:40]=[CH:39][CH:38]=1)=[N+:46]=[N-:47]. The catalyst class is: 18. (3) Reactant: [CH2:1]([N:8]1[CH2:13][CH2:12][CH2:11][CH:10]([CH:14]2[CH2:19][CH2:18][CH2:17][CH:16]=[CH:15]2)[C:9]1=[O:20])[C:2]1[CH:7]=[CH:6][CH:5]=[CH:4][CH:3]=1. Product: [CH2:1]([N:8]1[CH2:13][CH2:12][CH2:11][CH:10]([CH:14]2[CH2:15][CH2:16][CH2:17][CH2:18][CH2:19]2)[C:9]1=[O:20])[C:2]1[CH:7]=[CH:6][CH:5]=[CH:4][CH:3]=1. The catalyst class is: 63. (4) Reactant: [O:1]=[C:2]1[CH:12]=[N:11][CH:10]2[CH:13]3[N:3]1[CH2:4][CH:5]([CH2:15][N:16]1[CH2:21][CH2:20][CH:19]([NH:22]C(=O)OC(C)(C)C)[CH2:18][CH2:17]1)[N:6]3[C:7](=[O:14])[CH:8]=[CH:9]2.C(O)(C(F)(F)F)=O. Product: [NH2:22][CH:19]1[CH2:20][CH2:21][N:16]([CH2:15][CH:5]2[N:6]3[CH:13]4[CH:10]([CH:9]=[CH:8][C:7]3=[O:14])[N:11]=[CH:12][C:2](=[O:1])[N:3]4[CH2:4]2)[CH2:17][CH2:18]1. The catalyst class is: 4. (5) Reactant: [Cl:1][CH2:2][C:3]([C:5]1[CH:10]=[CH:9][C:8]([OH:11])=[C:7]([F:12])[CH:6]=1)=[O:4].C(=O)([O-])[O-].[K+].[K+].[CH2:19](Br)[C:20]1[CH:25]=[CH:24][CH:23]=[CH:22][CH:21]=1. Product: [CH2:19]([O:11][C:8]1[CH:9]=[CH:10][C:5]([C:3](=[O:4])[CH2:2][Cl:1])=[CH:6][C:7]=1[F:12])[C:20]1[CH:25]=[CH:24][CH:23]=[CH:22][CH:21]=1. The catalyst class is: 21. (6) Reactant: [Cl:1][C:2]1[CH:3]=[C:4]([C:14](OC)=[O:15])[C:5]2[O:9][C:8]([CH:10]3[CH2:12][CH2:11]3)=[CH:7][C:6]=2[CH:13]=1.[H-].[H-].[H-].[H-].[Li+].[Al+3].O. Product: [Cl:1][C:2]1[CH:3]=[C:4]([CH2:14][OH:15])[C:5]2[O:9][C:8]([CH:10]3[CH2:11][CH2:12]3)=[CH:7][C:6]=2[CH:13]=1. The catalyst class is: 1. (7) Reactant: C(OC(=O)[NH:7][CH2:8][C:9]1[NH:17][C:16]2[C:15]([NH:18][C:19]3[CH:24]=[CH:23][C:22]([O:25][CH2:26][C:27]4[CH:32]=[CH:31][CH:30]=[C:29]([F:33])[CH:28]=4)=[C:21]([Cl:34])[CH:20]=3)=[N:14][CH:13]=[N:12][C:11]=2[CH:10]=1)(C)(C)C.[ClH:36].C(O)C. Product: [ClH:34].[ClH:36].[NH2:7][CH2:8][C:9]1[NH:17][C:16]2[C:15]([NH:18][C:19]3[CH:24]=[CH:23][C:22]([O:25][CH2:26][C:27]4[CH:32]=[CH:31][CH:30]=[C:29]([F:33])[CH:28]=4)=[C:21]([Cl:34])[CH:20]=3)=[N:14][CH:13]=[N:12][C:11]=2[CH:10]=1. The catalyst class is: 7. (8) Reactant: [Cl:1][C:2]1[C:7]([CH:8]([C:10]2[C:15]([CH:16]=[CH2:17])=[CH:14][N:13]=[C:12]([O:18][CH3:19])[CH:11]=2)[OH:9])=[CH:6][C:5]([Cl:20])=[CH:4][N:3]=1. Product: [Cl:1][C:2]1[C:7]([C:8]([C:10]2[C:15]([CH:16]=[CH2:17])=[CH:14][N:13]=[C:12]([O:18][CH3:19])[CH:11]=2)=[O:9])=[CH:6][C:5]([Cl:20])=[CH:4][N:3]=1. The catalyst class is: 177.